From a dataset of NCI-60 drug combinations with 297,098 pairs across 59 cell lines. Regression. Given two drug SMILES strings and cell line genomic features, predict the synergy score measuring deviation from expected non-interaction effect. Drug 1: CC1CCCC2(C(O2)CC(NC(=O)CC(C(C(=O)C(C1O)C)(C)C)O)C(=CC3=CSC(=N3)C)C)C. Drug 2: CC1C(C(CC(O1)OC2CC(CC3=C2C(=C4C(=C3O)C(=O)C5=CC=CC=C5C4=O)O)(C(=O)C)O)N)O. Cell line: T-47D. Synergy scores: CSS=34.5, Synergy_ZIP=2.02, Synergy_Bliss=2.70, Synergy_Loewe=3.99, Synergy_HSA=3.55.